Dataset: Reaction yield outcomes from USPTO patents with 853,638 reactions. Task: Predict the reaction yield, written as a fraction of the theoretical maximum amount of product (1.0 means a 100% yield; for example, 0.34 means a 34% yield). (1) The reactants are [N:1]1[S:2][N:3]=[C:4]2[C:9]([CH2:10][N:11]([C@@H:45]([CH3:53])[CH:46]([O:50][CH2:51][CH3:52])[O:47][CH2:48][CH3:49])[C:12](=[O:44])[C@@H:13]([NH:26]C(=O)OCC3C4C=CC=CC=4C4C3=CC=CC=4)[CH2:14][C:15]3[CH:20]=[CH:19][C:18]([O:21][C:22]([CH3:25])([CH3:24])[CH3:23])=[CH:17][CH:16]=3)=[CH:8][CH:7]=[CH:6][C:5]=12.N1CCCCC1. The product is [NH2:26][C@@H:13]([CH2:14][C:15]1[CH:20]=[CH:19][C:18]([O:21][C:22]([CH3:25])([CH3:24])[CH3:23])=[CH:17][CH:16]=1)[C:12]([N:11]([CH2:10][C:9]1[C:4]2[C:5](=[N:1][S:2][N:3]=2)[CH:6]=[CH:7][CH:8]=1)[C@@H:45]([CH3:53])[CH:46]([O:50][CH2:51][CH3:52])[O:47][CH2:48][CH3:49])=[O:44]. The yield is 1.39. No catalyst specified. (2) The reactants are [CH2:1]([O:8][C:9]([NH:11][CH:12]([C:16]([CH3:19])([CH3:18])[CH3:17])[C:13]([OH:15])=O)=[O:10])[C:2]1[CH:7]=[CH:6][CH:5]=[CH:4][CH:3]=1.C1C=CC2N(O)N=NC=2C=1.C(Cl)CCl.[C:34]([O:38][C:39](=[O:45])[C@@H:40]1[CH2:44][CH2:43][CH2:42][NH:41]1)([CH3:37])([CH3:36])[CH3:35]. The catalyst is C(Cl)Cl.CN(C)C=O. The product is [C:34]([O:38][C:39]([CH:40]1[CH2:44][CH2:43][CH2:42][N:41]1[C:13](=[O:15])[CH:12]([NH:11][C:9]([O:8][CH2:1][C:2]1[CH:3]=[CH:4][CH:5]=[CH:6][CH:7]=1)=[O:10])[C:16]([CH3:19])([CH3:18])[CH3:17])=[O:45])([CH3:37])([CH3:35])[CH3:36]. The yield is 0.875. (3) The reactants are [ClH:1].[CH2:2]([O:4][C:5]1[C:10]2[CH2:11][O:12][C@:13]3([CH3:25])[C@H:17]([C:9]=2[CH:8]=[CH:7][CH:6]=1)[CH2:16][N:15](C(OC(C)(C)C)=O)[CH2:14]3)[CH3:3]. The catalyst is O1CCOCC1.CO. The product is [ClH:1].[CH2:2]([O:4][C:5]1[C:10]2[CH2:11][O:12][C@:13]3([CH3:25])[C@H:17]([C:9]=2[CH:8]=[CH:7][CH:6]=1)[CH2:16][NH:15][CH2:14]3)[CH3:3]. The yield is 0.970.